Dataset: Merck oncology drug combination screen with 23,052 pairs across 39 cell lines. Task: Regression. Given two drug SMILES strings and cell line genomic features, predict the synergy score measuring deviation from expected non-interaction effect. (1) Drug 2: C#Cc1cccc(Nc2ncnc3cc(OCCOC)c(OCCOC)cc23)c1. Drug 1: N.N.O=C(O)C1(C(=O)O)CCC1.[Pt]. Synergy scores: synergy=-17.5. Cell line: PA1. (2) Drug 1: CCC1(O)CC2CN(CCc3c([nH]c4ccccc34)C(C(=O)OC)(c3cc4c(cc3OC)N(C)C3C(O)(C(=O)OC)C(OC(C)=O)C5(CC)C=CCN6CCC43C65)C2)C1. Drug 2: CS(=O)(=O)CCNCc1ccc(-c2ccc3ncnc(Nc4ccc(OCc5cccc(F)c5)c(Cl)c4)c3c2)o1. Cell line: UWB1289BRCA1. Synergy scores: synergy=8.90.